From a dataset of Forward reaction prediction with 1.9M reactions from USPTO patents (1976-2016). Predict the product of the given reaction. (1) Given the reactants [CH2:1]([O:3][CH2:4][C:5]1[N:6]([CH2:41][C:42]([OH:45])([CH3:44])[CH3:43])[C:7]2[C:16]3[CH:15]=[CH:14][C:13]([C:17](O)=[O:18])=[CH:12][C:11]=3[N:10]=[C:9]([NH:20][C:21]([C:34]3[CH:39]=[CH:38][CH:37]=[CH:36][CH:35]=3)([C:28]3[CH:33]=[CH:32][CH:31]=[CH:30][CH:29]=3)[C:22]3[CH:27]=[CH:26][CH:25]=[CH:24][CH:23]=3)[C:8]=2[N:40]=1)[CH3:2].CN([C:49]([O:53][N:54]1N=NC2C=CC=C[C:55]1=2)=[N+](C)C)C.[B-](F)(F)(F)F.CCN(C(C)C)C(C)C.Cl.CNOC, predict the reaction product. The product is: [CH2:1]([O:3][CH2:4][C:5]1[N:6]([CH2:41][C:42]([OH:45])([CH3:43])[CH3:44])[C:7]2[C:16]3[CH:15]=[CH:14][C:13]([C:17]([N:54]([O:53][CH3:49])[CH3:55])=[O:18])=[CH:12][C:11]=3[N:10]=[C:9]([NH:20][C:21]([C:28]3[CH:29]=[CH:30][CH:31]=[CH:32][CH:33]=3)([C:34]3[CH:35]=[CH:36][CH:37]=[CH:38][CH:39]=3)[C:22]3[CH:27]=[CH:26][CH:25]=[CH:24][CH:23]=3)[C:8]=2[N:40]=1)[CH3:2]. (2) Given the reactants C([O:3][C:4]([C:6]1[CH:11]=[CH:10][C:9]([C:12]2[CH:17]=[C:16]([C:18](=[O:32])[NH:19][C:20]3[CH:25]=[CH:24][C:23]([N:26]4[CH2:31][CH2:30][O:29][CH2:28][CH2:27]4)=[CH:22][CH:21]=3)[CH:15]=[CH:14][C:13]=2[CH3:33])=[CH:8][CH:7]=1)=[O:5])C, predict the reaction product. The product is: [CH3:33][C:13]1[CH:14]=[CH:15][C:16]([C:18](=[O:32])[NH:19][C:20]2[CH:21]=[CH:22][C:23]([N:26]3[CH2:31][CH2:30][O:29][CH2:28][CH2:27]3)=[CH:24][CH:25]=2)=[CH:17][C:12]=1[C:9]1[CH:10]=[CH:11][C:6]([C:4]([OH:5])=[O:3])=[CH:7][CH:8]=1. (3) Given the reactants Cl.[NH2:2][C:3]1[C:4]2[C:14]([O:15][CH2:16][C:17]([NH2:20])([CH3:19])[CH3:18])=[CH:13][CH:12]=[CH:11][C:5]=2[NH:6][S:7](=[O:10])(=[O:9])[N:8]=1.[CH3:21][C:22]1[CH:23]=[C:24]([CH:28]=[CH:29][N:30]=1)[C:25](O)=[O:26], predict the reaction product. The product is: [NH2:2][C:3]1[C:4]2[C:14]([O:15][CH2:16][C:17]([NH:20][C:25](=[O:26])[C:24]3[CH:28]=[CH:29][N:30]=[C:22]([CH3:21])[CH:23]=3)([CH3:18])[CH3:19])=[CH:13][CH:12]=[CH:11][C:5]=2[NH:6][S:7](=[O:10])(=[O:9])[N:8]=1. (4) Given the reactants [Cl:1][C:2]1[CH:8]=[CH:7][C:5]([NH2:6])=[CH:4][C:3]=1[C:9]1[CH:14]=[CH:13][CH:12]=[CH:11][N:10]=1.[Cl:15][C:16]1[CH:24]=[CH:23][C:22]([S:25]([CH3:28])(=[O:27])=[O:26])=[CH:21][C:17]=1[C:18](O)=[O:19], predict the reaction product. The product is: [Cl:15][C:16]1[CH:24]=[CH:23][C:22]([S:25]([CH3:28])(=[O:27])=[O:26])=[CH:21][C:17]=1[C:18]([NH:6][C:5]1[CH:7]=[CH:8][C:2]([Cl:1])=[C:3]([C:9]2[CH:14]=[CH:13][CH:12]=[CH:11][N:10]=2)[CH:4]=1)=[O:19]. (5) Given the reactants [Cl:1][C:2]1[CH:10]=[C:9]([Cl:11])[CH:8]=[CH:7][C:3]=1[C:4]([OH:6])=O.[F:12][CH:13]([F:28])[C:14]1[N:19]=[CH:18][C:17]([CH:20]([CH2:23][C:24]2([F:27])[CH2:26][CH2:25]2)[CH2:21][NH2:22])=[CH:16][N:15]=1, predict the reaction product. The product is: [Cl:1][C:2]1[CH:10]=[C:9]([Cl:11])[CH:8]=[CH:7][C:3]=1[C:4]([NH:22][CH2:21][CH:20]([C:17]1[CH:18]=[N:19][C:14]([CH:13]([F:28])[F:12])=[N:15][CH:16]=1)[CH2:23][C:24]1([F:27])[CH2:26][CH2:25]1)=[O:6]. (6) Given the reactants [CH:1]([O:4][C:5]1[C:14]2[C:9](=[CH:10][C:11](OS(C(F)(F)F)(=O)=O)=[CH:12][CH:13]=2)[CH:8]=[C:7]([NH:23][C:24]2[CH:28]=[C:27]([CH3:29])[NH:26][N:25]=2)[N:6]=1)([CH3:3])[CH3:2].[NH:30]1[CH2:35][CH2:34][CH2:33][CH2:32][CH2:31]1, predict the reaction product. The product is: [CH:1]([O:4][C:5]1[C:14]2[C:9](=[CH:10][C:11]([N:30]3[CH2:35][CH2:34][CH2:33][CH2:32][CH2:31]3)=[CH:12][CH:13]=2)[CH:8]=[C:7]([NH:23][C:24]2[CH:28]=[C:27]([CH3:29])[NH:26][N:25]=2)[N:6]=1)([CH3:3])[CH3:2].